From a dataset of Forward reaction prediction with 1.9M reactions from USPTO patents (1976-2016). Predict the product of the given reaction. (1) Given the reactants C(O)(C)C.C(O[K])(C)(C)C.[CH:11]1(/[CH:17]=[CH:18]/B(O)O)[CH2:16][CH2:15][CH2:14][CH2:13][CH2:12]1.Br[C:23]1[CH:29]=[CH:28][C:26]([NH2:27])=[C:25]([F:30])[CH:24]=1, predict the reaction product. The product is: [CH:11]1(/[CH:17]=[CH:18]/[C:23]2[CH:29]=[CH:28][C:26]([NH2:27])=[C:25]([F:30])[CH:24]=2)[CH2:16][CH2:15][CH2:14][CH2:13][CH2:12]1. (2) Given the reactants [Br:1][CH2:2][CH2:3][CH2:4]Br.[NH2:6][C:7]1[CH:8]=[C:9]([CH2:13][C:14]([O:16][CH3:17])=[O:15])[CH:10]=[CH:11][CH:12]=1, predict the reaction product. The product is: [Br:1][CH2:2][CH2:3][CH2:4][NH:6][C:7]1[CH:8]=[C:9]([CH2:13][C:14]([O:16][CH3:17])=[O:15])[CH:10]=[CH:11][CH:12]=1. (3) The product is: [NH2:27][C:11]1[CH:10]=[C:9]([O:8][CH2:1][C:2]2[CH:3]=[CH:4][CH:5]=[CH:6][CH:7]=2)[C:24]([O:25][CH3:26])=[CH:23][C:12]=1[C:13]([O:15][CH2:16][C:17]1[CH:18]=[CH:19][CH:20]=[CH:21][CH:22]=1)=[O:14]. Given the reactants [CH2:1]([O:8][C:9]1[C:24]([O:25][CH3:26])=[CH:23][C:12]([C:13]([O:15][CH2:16][C:17]2[CH:22]=[CH:21][CH:20]=[CH:19][CH:18]=2)=[O:14])=[C:11]([N+:27]([O-])=O)[CH:10]=1)[C:2]1[CH:7]=[CH:6][CH:5]=[CH:4][CH:3]=1.C(#N)C.S(S([O-])=O)([O-])=O.[Na+].[Na+], predict the reaction product. (4) The product is: [CH3:16][C:17]1[CH:22]=[CH:21][C:20]([S:23]([NH:26][C:27](=[O:52])[O:28][C@@H:29]([CH3:51])[CH2:30][C:31]2[CH:32]=[CH:33][C:34]([N:37]3[C:6]4[CH:7]=[C:2]([Cl:1])[C:3]([C:12]([F:15])([F:14])[F:13])=[CH:4][C:5]=4[N:9]=[C:38]3[CH2:49][CH3:50])=[CH:35][CH:36]=2)(=[O:25])=[O:24])=[CH:19][CH:18]=1. Given the reactants [Cl:1][C:2]1[CH:7]=[C:6](Cl)[C:5]([N+:9]([O-])=O)=[CH:4][C:3]=1[C:12]([F:15])([F:14])[F:13].[CH3:16][C:17]1[CH:22]=[CH:21][C:20]([S:23]([NH:26][C:27](=[O:52])[O:28][C@@H:29]([CH3:51])[CH2:30][C:31]2[CH:36]=[CH:35][C:34]([N:37]3C4C=CC(C(=O)C)=CC=4N=[C:38]3[CH2:49][CH3:50])=[CH:33][CH:32]=2)(=[O:25])=[O:24])=[CH:19][CH:18]=1, predict the reaction product. (5) Given the reactants [F:1][C:2]([F:35])([F:34])[C:3]1[CH:4]=[C:5]([C:13]([CH3:33])([CH3:32])[C:14]([N:16]([C:18]2[CH:19]=[N:20][C:21](Cl)=[CH:22][C:23]=2[C:24]2[CH:29]=[CH:28][CH:27]=[CH:26][C:25]=2[Cl:30])[CH3:17])=[O:15])[CH:6]=[C:7]([C:9]([F:12])([F:11])[F:10])[CH:8]=1.CS(C)=O.[CH2:40]([CH2:42][NH2:43])[OH:41], predict the reaction product. The product is: [F:11][C:9]([F:12])([F:10])[C:7]1[CH:6]=[C:5]([C:13]([CH3:32])([CH3:33])[C:14]([N:16]([C:18]2[CH:19]=[N:20][C:21]([NH:43][CH2:42][CH2:40][OH:41])=[CH:22][C:23]=2[C:24]2[CH:29]=[CH:28][CH:27]=[CH:26][C:25]=2[Cl:30])[CH3:17])=[O:15])[CH:4]=[C:3]([C:2]([F:1])([F:34])[F:35])[CH:8]=1. (6) Given the reactants I[C:2]1[CH:3]=[N:4][N:5]([CH2:8][C:9]([CH3:12])([OH:11])[CH3:10])[C:6]=1[CH3:7].C1COCC1.C([Mg]Cl)(C)C.CO[B:25]1[O:29][C:28]([CH3:31])([CH3:30])[C:27]([CH3:33])([CH3:32])[O:26]1.[NH4+].[Cl-], predict the reaction product. The product is: [CH3:10][C:9]([OH:11])([CH3:12])[CH2:8][N:5]1[C:6]([CH3:7])=[C:2]([B:25]2[O:29][C:28]([CH3:31])([CH3:30])[C:27]([CH3:33])([CH3:32])[O:26]2)[CH:3]=[N:4]1. (7) Given the reactants [C:1]([O:8][CH3:9])(=[O:7])[CH2:2][C:3]([O:5][CH3:6])=[O:4].[H-].[Na+].[Cl:12][C:13]1[CH:18]=[C:17](Cl)[N:16]=[C:15]([CH3:20])[N:14]=1, predict the reaction product. The product is: [CH3:6][O:5][C:3](=[O:4])[CH:2]([C:17]1[CH:18]=[C:13]([Cl:12])[N:14]=[C:15]([CH3:20])[N:16]=1)[C:1]([O:8][CH3:9])=[O:7]. (8) Given the reactants I[CH3:2].[OH-].[K+].[Cl:5][C:6]1[CH:11]=[CH:10][C:9]([NH:12][C:13](=[O:29])[O:14][CH2:15][C@@:16]([OH:28])([CH3:27])[CH2:17][N:18]2[CH:22]=[C:21]([N+:23]([O-:25])=[O:24])[N:20]=[C:19]2Cl)=[CH:8][CH:7]=1.Cl, predict the reaction product. The product is: [Cl:5][C:6]1[CH:11]=[CH:10][C:9]([N:12]([CH3:2])[C:13](=[O:29])[O:14][CH2:15][C@:16]2([CH3:27])[O:28][C:19]3=[N:20][C:21]([N+:23]([O-:25])=[O:24])=[CH:22][N:18]3[CH2:17]2)=[CH:8][CH:7]=1. (9) The product is: [Cl-:17].[C:1]([CH:3]=[C:4]1[CH2:9][CH2:8][NH2+:7][CH2:6][CH2:5]1)#[N:2]. Given the reactants [C:1]([CH:3]=[C:4]1[CH2:9][CH2:8][N:7](C(OC(C)(C)C)=O)[CH2:6][CH2:5]1)#[N:2].[ClH:17], predict the reaction product. (10) Given the reactants [Cl:1][C:2]1[CH:3]=[C:4]([CH2:12][OH:13])[C:5]2[O:9][C:8](=[O:10])[NH:7][C:6]=2[CH:11]=1.[C:14](O[C:14]([O:16][C:17]([CH3:20])([CH3:19])[CH3:18])=[O:15])([O:16][C:17]([CH3:20])([CH3:19])[CH3:18])=[O:15], predict the reaction product. The product is: [C:17]([O:16][C:14]([N:7]1[C:6]2[CH:11]=[C:2]([Cl:1])[CH:3]=[C:4]([CH2:12][OH:13])[C:5]=2[O:9][C:8]1=[O:10])=[O:15])([CH3:20])([CH3:19])[CH3:18].